From a dataset of Full USPTO retrosynthesis dataset with 1.9M reactions from patents (1976-2016). Predict the reactants needed to synthesize the given product. (1) Given the product [O:21]=[C:20]1[C:4]2[C:5]3[C:6](=[C:7]([C:11]4[CH:12]=[CH:13][CH:14]=[CH:15][CH:16]=4)[NH:8][C:9]=3[CH:10]=[C:2]([NH:1][C:27](=[O:28])[C:26]3[CH:30]=[CH:31][CH:32]=[C:24]([C:23]([F:22])([F:33])[F:34])[CH:25]=3)[CH:3]=2)[CH:17]=[N:18][NH:19]1, predict the reactants needed to synthesize it. The reactants are: [NH2:1][C:2]1[CH:3]=[C:4]2[C:20](=[O:21])[NH:19][N:18]=[CH:17][C:6]3=[C:7]([C:11]4[CH:16]=[CH:15][CH:14]=[CH:13][CH:12]=4)[NH:8][C:9]([CH:10]=1)=[C:5]23.[F:22][C:23]([F:34])([F:33])[C:24]1[CH:25]=[C:26]([CH:30]=[CH:31][CH:32]=1)[C:27](O)=[O:28].C(N(CC)CC)C.F[P-](F)(F)(F)(F)F.N1(OC(N(C)C)=[N+](C)C)C2N=CC=CC=2N=N1. (2) The reactants are: ClC(Cl)(Cl)Cl.C(#N)C.[F:9][C:10]1[CH:15]=[C:14]([C:16](Cl)=C(Cl)Cl)[C:13]([N+:21]([O-:23])=[O:22])=[CH:12][C:11]=1[C:24]([F:27])([F:26])[F:25].I([O-])(=O)(=O)=[O:29].[Na+].[OH2:34]. Given the product [F:9][C:10]1[C:11]([C:24]([F:27])([F:26])[F:25])=[CH:12][C:13]([N+:21]([O-:23])=[O:22])=[C:14]([CH:15]=1)[C:16]([OH:29])=[O:34], predict the reactants needed to synthesize it. (3) The reactants are: [CH3:1][N:2]1[C:6]([N:7]2[CH:11]=[CH:10][C:9]([C:12]([O:14]C)=[O:13])=[CH:8]2)=[CH:5][CH:4]=[N:3]1.[OH-].[Na+]. Given the product [CH3:1][N:2]1[C:6]([N:7]2[CH:11]=[CH:10][C:9]([C:12]([OH:14])=[O:13])=[CH:8]2)=[CH:5][CH:4]=[N:3]1, predict the reactants needed to synthesize it. (4) Given the product [Br:1][CH2:2][CH2:3][O:11][C:12]1[CH:13]=[CH:14][C:15]([C:16]([C:18]2[CH:23]=[CH:22][CH:21]=[CH:20][CH:19]=2)=[O:17])=[CH:24][CH:25]=1, predict the reactants needed to synthesize it. The reactants are: [Br:1][CH2:2][CH2:3]Br.C(=O)([O-])[O-].[K+].[K+].[OH:11][C:12]1[CH:25]=[CH:24][C:15]([C:16]([C:18]2[CH:23]=[CH:22][CH:21]=[CH:20][CH:19]=2)=[O:17])=[CH:14][CH:13]=1.